Dataset: Catalyst prediction with 721,799 reactions and 888 catalyst types from USPTO. Task: Predict which catalyst facilitates the given reaction. (1) Reactant: Cl[C:2]1[N:7]=[C:6]([C:8]([NH2:10])=[O:9])[CH:5]=[C:4]([N:11]2[CH2:15][C@H:14]([OH:16])[C@@H:13]([OH:17])[CH2:12]2)[N:3]=1.[F:18][C:19]1[CH:40]=[CH:39][C:22]([O:23][C:24]2[CH:29]=[CH:28][C:27](B3OC(C)(C)C(C)(C)O3)=[CH:26][CH:25]=2)=[CH:21][CH:20]=1.C([O-])([O-])=O.[Na+].[Na+]. Product: [OH:17][C@@H:13]1[C@@H:14]([OH:16])[CH2:15][N:11]([C:4]2[N:3]=[C:2]([C:27]3[CH:26]=[CH:25][C:24]([O:23][C:22]4[CH:21]=[CH:20][C:19]([F:18])=[CH:40][CH:39]=4)=[CH:29][CH:28]=3)[N:7]=[C:6]([C:8]([NH2:10])=[O:9])[CH:5]=2)[CH2:12]1. The catalyst class is: 75. (2) Reactant: [NH2:1]/[C:2](=[N:27]\[OH:28])/[C:3](=[N:10]\[O:11][CH2:12][C:13]1[N:18]=[C:17]([NH:19][C:20](=[O:26])[O:21][C:22]([CH3:25])([CH3:24])[CH3:23])[CH:16]=[CH:15][CH:14]=1)/[C:4]1[CH:9]=[CH:8][CH:7]=[CH:6][CH:5]=1.C1N=CN([C:34](N2C=NC=C2)=[O:35])C=1. Product: [O:35]=[C:34]1[O:28][N:27]=[C:2](/[C:3](=[N:10]\[O:11][CH2:12][C:13]2[N:18]=[C:17]([NH:19][C:20](=[O:26])[O:21][C:22]([CH3:24])([CH3:25])[CH3:23])[CH:16]=[CH:15][CH:14]=2)/[C:4]2[CH:5]=[CH:6][CH:7]=[CH:8][CH:9]=2)[NH:1]1. The catalyst class is: 10. (3) Reactant: [C:1]([N:5]1[C:9](=[O:10])[C:8](Cl)=[C:7]([C:12]2[CH:17]=[CH:16][CH:15]=[CH:14][CH:13]=2)[S:6]1(=[O:19])=[O:18])([CH3:4])([CH3:3])[CH3:2].[C:20]1([CH2:26][CH2:27][CH2:28][CH2:29][NH2:30])[CH:25]=[CH:24][CH:23]=[CH:22][CH:21]=1. The catalyst class is: 23. Product: [C:1]([N:5]1[C:9](=[O:10])[C:8]([NH:30][CH2:29][CH2:28][CH2:27][CH2:26][C:20]2[CH:25]=[CH:24][CH:23]=[CH:22][CH:21]=2)=[C:7]([C:12]2[CH:17]=[CH:16][CH:15]=[CH:14][CH:13]=2)[S:6]1(=[O:19])=[O:18])([CH3:4])([CH3:3])[CH3:2]. (4) Reactant: [O:1]([CH:8]([C:10]1[N:15]=[N:14][C:13]([C:16]([O:18]C)=[O:17])=[CH:12][CH:11]=1)[CH3:9])[C:2]1[CH:7]=[CH:6][CH:5]=[CH:4][CH:3]=1.[OH-].[Li+].Cl. Product: [O:1]([CH:8]([C:10]1[N:15]=[N:14][C:13]([C:16]([OH:18])=[O:17])=[CH:12][CH:11]=1)[CH3:9])[C:2]1[CH:7]=[CH:6][CH:5]=[CH:4][CH:3]=1. The catalyst class is: 253. (5) Reactant: [OH:1][CH:2]1[CH:7]([C:8]2[CH:13]=[CH:12][C:11]([CH2:14][OH:15])=[CH:10][CH:9]=2)[CH2:6][CH2:5][N:4]([C:16]([O:18][C:19]([CH3:22])([CH3:21])[CH3:20])=[O:17])[CH2:3]1.[C:23]1([C:29]([C:37]2[CH:42]=[CH:41][CH:40]=[CH:39][CH:38]=2)([C:31]2[CH:36]=[CH:35][CH:34]=[CH:33][CH:32]=2)Cl)[CH:28]=[CH:27][CH:26]=[CH:25][CH:24]=1.C(N(CC)CC)C. Product: [OH:1][CH:2]1[CH:7]([C:8]2[CH:9]=[CH:10][C:11]([CH2:14][O:15][C:29]([C:23]3[CH:28]=[CH:27][CH:26]=[CH:25][CH:24]=3)([C:37]3[CH:38]=[CH:39][CH:40]=[CH:41][CH:42]=3)[C:31]3[CH:32]=[CH:33][CH:34]=[CH:35][CH:36]=3)=[CH:12][CH:13]=2)[CH2:6][CH2:5][N:4]([C:16]([O:18][C:19]([CH3:22])([CH3:21])[CH3:20])=[O:17])[CH2:3]1. The catalyst class is: 2.